Predict the product of the given reaction. From a dataset of Forward reaction prediction with 1.9M reactions from USPTO patents (1976-2016). Given the reactants [C:1]([Si:5]([CH3:38])([CH3:37])[O:6][C@H:7]1[CH2:12][C@H:11]([O:13][Si:14]([C:17]([CH3:20])([CH3:19])[CH3:18])([CH3:16])[CH3:15])[CH2:10][C:9](=[CH:21][CH2:22]P(=O)(C2C=CC=CC=2)C2C=CC=CC=2)[CH2:8]1)([CH3:4])([CH3:3])[CH3:2].[Li]CCCC.[O:44]1[CH2:49][CH2:48][CH2:47][CH2:46][C@@H:45]1[O:50][CH:51]([CH2:54][CH2:55][CH2:56][CH3:57])[CH:52]=O.[Cl-].[NH4+], predict the reaction product. The product is: [C:17]([Si:14]([CH3:16])([CH3:15])[O:13][C@H:11]1[CH2:12][C@H:7]([O:6][Si:5]([C:1]([CH3:4])([CH3:2])[CH3:3])([CH3:37])[CH3:38])[CH2:8][C:9](=[CH:21]/[CH:22]=[CH:57]/[CH2:56][CH2:55][CH2:54][C@H:51]([O:50][CH:45]2[CH2:46][CH2:47][CH2:48][CH2:49][O:44]2)[CH3:52])[CH2:10]1)([CH3:19])([CH3:20])[CH3:18].